Dataset: NCI-60 drug combinations with 297,098 pairs across 59 cell lines. Task: Regression. Given two drug SMILES strings and cell line genomic features, predict the synergy score measuring deviation from expected non-interaction effect. Drug 1: CN(CC1=CN=C2C(=N1)C(=NC(=N2)N)N)C3=CC=C(C=C3)C(=O)NC(CCC(=O)O)C(=O)O. Drug 2: CC1CC(C(C(C=C(C(C(C=CC=C(C(=O)NC2=CC(=O)C(=C(C1)C2=O)OC)C)OC)OC(=O)N)C)C)O)OC. Cell line: UACC62. Synergy scores: CSS=53.5, Synergy_ZIP=-2.29, Synergy_Bliss=-5.58, Synergy_Loewe=-5.81, Synergy_HSA=-2.34.